Predict the reaction yield, written as a fraction of the theoretical maximum amount of product (1.0 means a 100% yield; for example, 0.34 means a 34% yield). From a dataset of Reaction yield outcomes from USPTO patents with 853,638 reactions. (1) The reactants are [CH3:1][CH:2]1[CH2:7][CH2:6][N:5]([C:8]2[CH:13]=[CH:12][N:11]=[CH:10][C:9]=2[N+:14]([O-])=O)[CH2:4][CH:3]1[NH:17][P:18](=[O:25])([O:22][CH2:23][CH3:24])[O:19][CH2:20][CH3:21]. The catalyst is CCOC(C)=O.[Pd]. The product is [NH2:14][C:9]1[CH:10]=[N:11][CH:12]=[CH:13][C:8]=1[N:5]1[CH2:6][CH2:7][CH:2]([CH3:1])[CH:3]([NH:17][P:18](=[O:25])([O:22][CH2:23][CH3:24])[O:19][CH2:20][CH3:21])[CH2:4]1. The yield is 0.860. (2) The reactants are [F:1][C:2]1([F:22])[C:11]2[C:6](=[N:7][C:8]([C:12]3[CH:17]=[CH:16][CH:15]=[C:14]([C:18]([F:21])([F:20])[F:19])[CH:13]=3)=[CH:9][CH:10]=2)[NH:5][CH2:4][CH2:3]1.C(N(CC)CC)C.ClC(Cl)(O[C:34](=[O:40])OC(Cl)(Cl)Cl)Cl.[NH2:42][C:43]1[CH:48]=[CH:47][N:46]=[CH:45][CH:44]=1. The catalyst is C1COCC1.ClCCl.O. The product is [F:22][C:2]1([F:1])[C:11]2[C:6](=[N:7][C:8]([C:12]3[CH:17]=[CH:16][CH:15]=[C:14]([C:18]([F:21])([F:19])[F:20])[CH:13]=3)=[CH:9][CH:10]=2)[N:5]([C:34]([NH:42][C:43]2[CH:48]=[CH:47][N:46]=[CH:45][CH:44]=2)=[O:40])[CH2:4][CH2:3]1. The yield is 0.290. (3) The reactants are [Br:1][C:2]1[C:10]([C:11]([F:14])([F:13])[F:12])=[CH:9][CH:8]=[CH:7][C:3]=1[C:4]([OH:6])=O.[CH3:15]N1CCOCC1.[Cl-].COC1N=C(OC)N=C([N+]2(C)CCOCC2)N=1.C[Mg]Br.O1CCCC1.Cl. The catalyst is C(#N)C. The product is [Br:1][C:2]1[C:10]([C:11]([F:14])([F:13])[F:12])=[CH:9][CH:8]=[CH:7][C:3]=1[C:4](=[O:6])[CH3:15]. The yield is 0.440. (4) The reactants are [CH3:1][O:2][C:3](=[O:25])[C@H:4]([NH:14][C:15]([O:17][CH2:18][C:19]1[CH:24]=[CH:23][CH:22]=[CH:21][CH:20]=1)=[O:16])[CH2:5][C:6]1[CH:11]=[CH:10][C:9]([NH2:12])=[C:8]([NH2:13])[CH:7]=1.[C:26](O)(=O)[CH3:27].O.C(=O)(O)[O-].[Na+]. The catalyst is C(O)(=O)C. The product is [CH3:1][O:2][C:3](=[O:25])[C@H:4]([NH:14][C:15]([O:17][CH2:18][C:19]1[CH:24]=[CH:23][CH:22]=[CH:21][CH:20]=1)=[O:16])[CH2:5][C:6]1[CH:11]=[CH:10][C:9]2[NH:12][C:26]([CH3:27])=[N:13][C:8]=2[CH:7]=1. The yield is 0.950.